This data is from Reaction yield outcomes from USPTO patents with 853,638 reactions. The task is: Predict the reaction yield, written as a fraction of the theoretical maximum amount of product (1.0 means a 100% yield; for example, 0.34 means a 34% yield). (1) The reactants are C1COCC1.[CH3:6][O:7][C:8]1[CH:9]=[C:10]([CH:12]=[C:13]([C:15]([F:18])([F:17])[F:16])[CH:14]=1)[NH2:11].C(=O)([O-])[O-].[K+].[K+].Cl[C:26]([O:28][C:29]1[CH:34]=[CH:33][CH:32]=[CH:31][CH:30]=1)=[O:27]. The catalyst is CN(C)C1C=CN=CC=1.CCOC(C)=O. The product is [CH3:6][O:7][C:8]1[CH:9]=[C:10]([NH:11][C:26](=[O:27])[O:28][C:29]2[CH:34]=[CH:33][CH:32]=[CH:31][CH:30]=2)[CH:12]=[C:13]([C:15]([F:16])([F:17])[F:18])[CH:14]=1. The yield is 0.570. (2) The reactants are C1(P(=O)(C2C=CC=CC=2)C2C=CC=CC=2)C=CC=CC=1.FC(F)(F)S(OS(C(F)(F)F)(=O)=O)(=O)=O.C([S:43][C:44]1([CH2:50][NH:51][C:52]([C:54]2[NH:55][C:56]3[C:61]([CH:62]=2)=[CH:60][C:59]([O:63][CH2:64][CH2:65][O:66][CH3:67])=[CH:58][C:57]=3[N:68]([CH3:78])[S:69]([C:72]2[CH:77]=[CH:76][CH:75]=[CH:74][N:73]=2)(=[O:71])=[O:70])=O)[CH2:49][CH2:48][S:47][CH2:46][CH2:45]1)C1C=CC=CC=1.C1(SC)C=CC=CC=1.C(=O)([O-])O.[Na+]. The catalyst is C(#N)C. The product is [S:43]1[C:44]2([CH2:49][CH2:48][S:47][CH2:46][CH2:45]2)[CH2:50][N:51]=[C:52]1[C:54]1[NH:55][C:56]2[C:61]([CH:62]=1)=[CH:60][C:59]([O:63][CH2:64][CH2:65][O:66][CH3:67])=[CH:58][C:57]=2[N:68]([CH3:78])[S:69]([C:72]1[CH:77]=[CH:76][CH:75]=[CH:74][N:73]=1)(=[O:70])=[O:71]. The yield is 0.170. (3) The reactants are [CH:1]([N:14]1[C:26]2[CH:25]=[C:24]([C:27](O)=[O:28])[CH:23]=[CH:22][C:21]=2[C:20]2[C:15]1=[CH:16][C:17]([C:32]1[C:33]([CH3:38])=[N:34][O:35][C:36]=1[CH3:37])=[CH:18][C:19]=2[C:30]#[N:31])([C:8]1[CH:13]=[CH:12][CH:11]=[CH:10][CH:9]=1)[C:2]1[CH:7]=[CH:6][CH:5]=[CH:4][CH:3]=1.CN(C(ON1N=NC2C=CC=CC1=2)=[N+](C)C)C.[B-](F)(F)(F)F.[NH:61]1[CH2:66][CH2:65][O:64][CH2:63][CH2:62]1. The catalyst is CN(C=O)C.O. The product is [CH:1]([N:14]1[C:15]2[CH:16]=[C:17]([C:32]3[C:33]([CH3:38])=[N:34][O:35][C:36]=3[CH3:37])[CH:18]=[C:19]([C:30]#[N:31])[C:20]=2[C:21]2[C:26]1=[CH:25][C:24]([C:27]([N:61]1[CH2:66][CH2:65][O:64][CH2:63][CH2:62]1)=[O:28])=[CH:23][CH:22]=2)([C:8]1[CH:9]=[CH:10][CH:11]=[CH:12][CH:13]=1)[C:2]1[CH:3]=[CH:4][CH:5]=[CH:6][CH:7]=1. The yield is 0.930.